This data is from Forward reaction prediction with 1.9M reactions from USPTO patents (1976-2016). The task is: Predict the product of the given reaction. Given the reactants [NH2:1][C:2]1[N:6]([C:7]2[CH:12]=[CH:11][CH:10]=[CH:9][CH:8]=2)[N:5]=[C:4]([C:13]([CH3:20])([CH3:19])[C:14](OCC)=[O:15])[CH:3]=1.[H-].[H-].[H-].[H-].[Li+].[Al+3], predict the reaction product. The product is: [NH2:1][C:2]1[N:6]([C:7]2[CH:12]=[CH:11][CH:10]=[CH:9][CH:8]=2)[N:5]=[C:4]([C:13]([CH3:20])([CH3:19])[CH2:14][OH:15])[CH:3]=1.